This data is from Full USPTO retrosynthesis dataset with 1.9M reactions from patents (1976-2016). The task is: Predict the reactants needed to synthesize the given product. (1) Given the product [F:1][C:2]1[CH:3]=[CH:4][C:5]([C:8]2[C:12]([CH2:13][OH:14])=[CH:11][O:10][N:9]=2)=[N:6][CH:7]=1, predict the reactants needed to synthesize it. The reactants are: [F:1][C:2]1[CH:3]=[CH:4][C:5]([C:8]2[C:12]([C:13](O)=[O:14])=[CH:11][O:10][N:9]=2)=[N:6][CH:7]=1.CC1ON=C(C2C=CN=CN=2)C=1C(O)=O. (2) Given the product [CH3:12][O:13][C:14]1[CH:31]=[CH:30][C:29]2[C@H:28]3[C@:19]([CH3:40])([C@H:20]4[C@@:24]([CH2:26][C:27]3=[O:32])([CH3:25])[C@@H:23]([O:33][CH:34]3[CH2:39][CH2:38][CH2:37][CH2:36][O:35]3)[CH2:22][CH2:21]4)[CH2:18][CH2:17][C:16]=2[CH:15]=1, predict the reactants needed to synthesize it. The reactants are: C1C=C[NH+]=CC=1.[O-][Cr](Cl)(=O)=O.[CH3:12][O:13][C:14]1[CH:31]=[CH:30][C:29]2[C@H:28]3[C@:19]([CH3:40])([C@H:20]4[C@@:24]([CH2:26][CH:27]3[OH:32])([CH3:25])[C@@H:23]([O:33][CH:34]3[CH2:39][CH2:38][CH2:37][CH2:36][O:35]3)[CH2:22][CH2:21]4)[CH2:18][CH2:17][C:16]=2[CH:15]=1.